This data is from Reaction yield outcomes from USPTO patents with 853,638 reactions. The task is: Predict the reaction yield, written as a fraction of the theoretical maximum amount of product (1.0 means a 100% yield; for example, 0.34 means a 34% yield). The reactants are [CH:1]1[N:5]=[CH:4][N:3]([C:6]([N:8]2[CH:12]=[N:11][CH:10]=[CH:9]2)=[O:7])[CH:2]=1.NC1[S:15][C:16]2C=C[CH:20]=[CH:19][C:17]=2N=1. The catalyst is C(#N)C. The product is [S:15]1[C:16]2[CH:17]=[CH:19][CH:20]=[CH:9][C:10]=2[N:11]=[C:12]1[NH:8][C:6]([N:3]1[CH:2]=[CH:1][N:5]=[CH:4]1)=[O:7]. The yield is 0.880.